This data is from Peptide-MHC class II binding affinity with 134,281 pairs from IEDB. The task is: Regression. Given a peptide amino acid sequence and an MHC pseudo amino acid sequence, predict their binding affinity value. This is MHC class II binding data. (1) The peptide sequence is ERFAVNPGLLETSEGCR. The binding affinity (normalized) is 0.457. The MHC is DRB3_0101 with pseudo-sequence DRB3_0101. (2) The peptide sequence is FTRGKLMSSLHLKRY. The MHC is DRB1_0301 with pseudo-sequence DRB1_0301. The binding affinity (normalized) is 0.251. (3) The peptide sequence is EDNFFLFGAKADQVA. The binding affinity (normalized) is 0.137. The MHC is DRB1_0301 with pseudo-sequence DRB1_0301. (4) The peptide sequence is VAIKGPLRISASSAA. The MHC is HLA-DQA10102-DQB10501 with pseudo-sequence HLA-DQA10102-DQB10501. The binding affinity (normalized) is 0.744. (5) The peptide sequence is YDKFLMNVSTVLTGK. The MHC is DRB1_0405 with pseudo-sequence DRB1_0405. The binding affinity (normalized) is 0.613. (6) The peptide sequence is NKELRLMYVNCVKKN. The MHC is DRB1_1501 with pseudo-sequence DRB1_1501. The binding affinity (normalized) is 0.755. (7) The peptide sequence is IYKASPTLAFPAGVC. The MHC is DRB1_0701 with pseudo-sequence DRB1_0701. The binding affinity (normalized) is 0.742.